This data is from Catalyst prediction with 721,799 reactions and 888 catalyst types from USPTO. The task is: Predict which catalyst facilitates the given reaction. The catalyst class is: 5. Reactant: [C:1]([O:5][C:6](=[O:34])[N:7]([CH2:23][CH2:24][CH2:25][CH2:26][N:27]([CH2:31][CH2:32][CH3:33])[CH2:28][CH2:29][CH3:30])[CH2:8][C:9]1[CH:14]=[CH:13][C:12]([CH2:15][NH:16][CH2:17][C:18]2[NH:19][CH:20]=[CH:21][N:22]=2)=[CH:11][CH:10]=1)([CH3:4])([CH3:3])[CH3:2].C([BH3-])#N.[Na+].C(O)(=O)C.[CH3:43][N:44]1[CH:48]=[CH:47][N:46]=[C:45]1[CH:49]=O. Product: [C:1]([O:5][C:6](=[O:34])[N:7]([CH2:23][CH2:24][CH2:25][CH2:26][N:27]([CH2:28][CH2:29][CH3:30])[CH2:31][CH2:32][CH3:33])[CH2:8][C:9]1[CH:10]=[CH:11][C:12]([CH2:15][N:16]([CH2:17][C:18]2[NH:19][CH:20]=[CH:21][N:22]=2)[CH2:49][C:45]2[N:44]([CH3:43])[CH:48]=[CH:47][N:46]=2)=[CH:13][CH:14]=1)([CH3:3])([CH3:4])[CH3:2].